Dataset: Forward reaction prediction with 1.9M reactions from USPTO patents (1976-2016). Task: Predict the product of the given reaction. (1) Given the reactants [CH2:1]([N:5]1[CH2:10][CH2:9][CH2:8][CH:7]([CH3:11])[CH2:6]1)[CH2:2][CH2:3][CH3:4].[CH3:12][I:13], predict the reaction product. The product is: [I-:13].[CH2:1]([N+:5]1([CH3:12])[CH2:10][CH2:9][CH2:8][CH:7]([CH3:11])[CH2:6]1)[CH2:2][CH2:3][CH3:4]. (2) The product is: [Cl:11][C:12]1[N:13]=[C:14]([Cl:21])[C:15]2[CH:20]=[CH:19][N:18]([CH2:29][O:28][CH2:27][CH2:26][Si:23]([CH3:25])([CH3:24])[CH3:22])[C:16]=2[N:17]=1. Given the reactants [Li+].C[Si]([N-][Si](C)(C)C)(C)C.[Cl:11][C:12]1[N:13]=[C:14]([Cl:21])[C:15]2[CH:20]=[CH:19][NH:18][C:16]=2[N:17]=1.[CH3:22][Si:23]([CH2:26][CH2:27][O:28][CH2:29]Cl)([CH3:25])[CH3:24], predict the reaction product.